From a dataset of Forward reaction prediction with 1.9M reactions from USPTO patents (1976-2016). Predict the product of the given reaction. (1) Given the reactants [CH:1]1([C:7]([CH:9]([C:13]2[CH:18]=[CH:17][CH:16]=[CH:15][CH:14]=2)[CH2:10][CH:11]=O)=[O:8])[CH2:6][CH2:5][CH2:4][CH2:3][CH2:2]1.[CH2:19]([O:21][C:22]1[CH:27]=[CH:26][CH:25]=[CH:24][C:23]=1[N:28]1[CH2:33][CH2:32][NH:31][CH2:30][CH2:29]1)[CH3:20].[Na], predict the reaction product. The product is: [CH2:19]([O:21][C:22]1[CH:27]=[CH:26][CH:25]=[CH:24][C:23]=1[N:28]1[CH2:29][CH2:30][N:31]([CH2:11][CH2:10][CH:9]([C:7]([CH:1]2[CH2:6][CH2:5][CH2:4][CH2:3][CH2:2]2)=[O:8])[C:13]2[CH:18]=[CH:17][CH:16]=[CH:15][CH:14]=2)[CH2:32][CH2:33]1)[CH3:20]. (2) Given the reactants Cl.[CH3:2][O:3][C:4](=[O:26])[C@H:5]([CH2:22][CH2:23][S:24][CH3:25])[NH:6][C:7](=[O:21])[C:8]1[CH:13]=[CH:12][C:11]([NH2:14])=[CH:10][C:9]=1[C:15]1[CH:20]=[CH:19][CH:18]=[CH:17][CH:16]=1.[N:27]1[CH:32]=[CH:31][CH:30]=[C:29]([CH:33]=O)[CH:28]=1.C([BH3-])#N.[Na+], predict the reaction product. The product is: [CH3:2][O:3][C:4](=[O:26])[C@H:5]([CH2:22][CH2:23][S:24][CH3:25])[NH:6][C:7](=[O:21])[C:8]1[CH:13]=[CH:12][C:11]([NH:14][CH2:33][C:29]2[CH:28]=[N:27][CH:32]=[CH:31][CH:30]=2)=[CH:10][C:9]=1[C:15]1[CH:16]=[CH:17][CH:18]=[CH:19][CH:20]=1. (3) Given the reactants COC(=O)[C@@H](N(C(OCC1C=CC=CC=1)=O)CC=O)C.N[C@@H](CCO)CO.[CH2:28]([O:35][C:36]([N:38]1[C@@H:47]([CH3:48])[C:46](=[O:49])[N:45]2[CH:40]([O:41][CH2:42][CH2:43][C@H:44]2[CH2:50][OH:51])[CH2:39]1)=[O:37])[C:29]1[CH:34]=[CH:33][CH:32]=[CH:31][CH:30]=1, predict the reaction product. The product is: [CH2:28]([O:35][C:36]([N:38]1[C@@H:47]([CH3:48])[C:46](=[O:49])[N:45]2[C@@H:43]([CH2:44][CH2:50][OH:51])[CH2:42][O:41][CH:40]2[CH2:39]1)=[O:37])[C:29]1[CH:34]=[CH:33][CH:32]=[CH:31][CH:30]=1. (4) Given the reactants [CH2:1]([C:8]1[O:12][N:11]=[C:10]([C:13]([OH:15])=O)[CH:9]=1)[C:2]1[CH:7]=[CH:6][CH:5]=[CH:4][CH:3]=1.Cl.C(N=C=NCCCN(C)C)C.O.N1(O)C2C=CC=CC=2N=N1.CN1CCOCC1.Cl.[NH2:47][C@H:48]1[CH2:54][S:53][C:52]2[CH:55]=[CH:56][CH:57]=[CH:58][C:51]=2[N:50]([CH3:59])[C:49]1=[O:60], predict the reaction product. The product is: [CH2:1]([C:8]1[O:12][N:11]=[C:10]([C:13]([NH:47][C@H:48]2[CH2:54][S:53][C:52]3[CH:55]=[CH:56][CH:57]=[CH:58][C:51]=3[N:50]([CH3:59])[C:49]2=[O:60])=[O:15])[CH:9]=1)[C:2]1[CH:3]=[CH:4][CH:5]=[CH:6][CH:7]=1. (5) Given the reactants [CH2:1]([CH:3]1[CH:7]([C:8]2[N:12]3[C:13]4[CH:19]=[CH:18][N:17]([CH2:20][O:21][CH2:22][CH2:23][Si:24]([CH3:27])([CH3:26])[CH3:25])[C:14]=4[N:15]=[CH:16][C:11]3=[N:10][N:9]=2)[CH2:6][CH:5]([OH:28])[CH2:4]1)[CH3:2].[H-].[Na+].Cl[C:32]1[CH:37]=[N:36][C:35]([C:38]#[N:39])=[CH:34][N:33]=1, predict the reaction product. The product is: [CH2:1]([CH:3]1[CH:7]([C:8]2[N:12]3[C:13]4[CH:19]=[CH:18][N:17]([CH2:20][O:21][CH2:22][CH2:23][Si:24]([CH3:26])([CH3:25])[CH3:27])[C:14]=4[N:15]=[CH:16][C:11]3=[N:10][N:9]=2)[CH2:6][CH:5]([O:28][C:32]2[N:33]=[CH:34][C:35]([C:38]#[N:39])=[N:36][CH:37]=2)[CH2:4]1)[CH3:2]. (6) Given the reactants C(N(CC)CC)C.[NH2:8][C:9]1[C:10]([O:29][CH3:30])=[C:11]([NH:19][S:20]([N:23]2[CH2:28][CH2:27][CH2:26][CH2:25][CH2:24]2)(=[O:22])=[O:21])[CH:12]=[C:13]([C:15]([CH3:18])([CH3:17])[CH3:16])[CH:14]=1.[CH3:31][O:32][C:33]1[CH:34]=[C:35]([NH:50][C:51]2[N:56]=[C:55]([O:57][C:58]3[C:67]4[C:62](=[CH:63][CH:64]=[CH:65][CH:66]=4)[C:61]([NH:68][C:69](=O)[O:70]C4C=CC=CC=4)=[CH:60][CH:59]=3)[CH:54]=[CH:53][N:52]=2)[CH:36]=[C:37]([O:39][CH2:40][CH2:41][O:42][CH2:43][CH2:44][O:45][CH2:46][CH2:47][O:48][CH3:49])[CH:38]=1, predict the reaction product. The product is: [C:15]([C:13]1[CH:14]=[C:9]([NH:8][C:69]([NH:68][C:61]2[C:62]3[C:67](=[CH:66][CH:65]=[CH:64][CH:63]=3)[C:58]([O:57][C:55]3[CH:54]=[CH:53][N:52]=[C:51]([NH:50][C:35]4[CH:36]=[C:37]([O:39][CH2:40][CH2:41][O:42][CH2:43][CH2:44][O:45][CH2:46][CH2:47][O:48][CH3:49])[CH:38]=[C:33]([O:32][CH3:31])[CH:34]=4)[N:56]=3)=[CH:59][CH:60]=2)=[O:70])[C:10]([O:29][CH3:30])=[C:11]([NH:19][S:20]([N:23]2[CH2:28][CH2:27][CH2:26][CH2:25][CH2:24]2)(=[O:22])=[O:21])[CH:12]=1)([CH3:18])([CH3:17])[CH3:16].